This data is from Catalyst prediction with 721,799 reactions and 888 catalyst types from USPTO. The task is: Predict which catalyst facilitates the given reaction. (1) Product: [Br:13][C:9]1[CH:10]=[C:11]2[C:6](=[CH:7][CH:8]=1)[NH:5][CH2:4][CH:3]([CH2:1][CH3:2])[CH2:12]2. Reactant: [CH2:1]([CH:3]1[CH2:12][C:11]2[C:6](=[CH:7][CH:8]=[CH:9][CH:10]=2)[NH:5][CH2:4]1)[CH3:2].[Br:13]N1C(=O)CCC1=O. The catalyst class is: 2. (2) Reactant: [Cl:1][C:2]1[CH:7]=[C:6]([C:8]([C:13]2[CH:18]=[CH:17][C:16]([C:19]#[C:20][CH:21]([OH:26])[C:22]([CH3:25])([CH3:24])[CH3:23])=[C:15]([Cl:27])[CH:14]=2)([CH2:11][CH3:12])[CH2:9][CH3:10])[CH:5]=[CH:4][C:3]=1[OH:28].C([O-])([O-])=O.[K+].[K+].[O:35]=[C:36]1[O:40][C@@H:39]([CH2:41]OS(C2C=CC(C)=CC=2)(=O)=O)[CH2:38][CH2:37]1.[NH4+].[Cl-]. Product: [Cl:1][C:2]1[CH:7]=[C:6]([C:8]([C:13]2[CH:18]=[CH:17][C:16]([CH2:19][CH2:20][CH:21]([OH:26])[C:22]([CH3:23])([CH3:25])[CH3:24])=[C:15]([Cl:27])[CH:14]=2)([CH2:11][CH3:12])[CH2:9][CH3:10])[CH:5]=[CH:4][C:3]=1[O:28][CH2:41][C@@H:39]1[O:40][C:36](=[O:35])[CH2:37][CH2:38]1. The catalyst class is: 80. (3) Reactant: [CH3:1][N:2]1[C:11](=[O:12])[C:10]2[CH2:9][CH2:8][CH2:7][CH2:6][C:5]=2[NH:4][C:3]1=[O:13].CC(C)([O-])C.[K+].[CH3:20][O:21][CH:22]([O:26][CH3:27])[CH2:23][CH2:24]Br. Product: [CH3:20][O:21][CH:22]([O:26][CH3:27])[CH2:23][CH2:24][N:4]1[C:5]2[CH2:6][CH2:7][CH2:8][CH2:9][C:10]=2[C:11](=[O:12])[N:2]([CH3:1])[C:3]1=[O:13]. The catalyst class is: 5. (4) Reactant: [OH:1][CH2:2][CH2:3][N:4]1[CH2:9][CH2:8][NH:7][CH2:6][CH2:5]1.[CH3:10][C:11]1[N:16]=[C:15](Cl)[CH:14]=[C:13]([Cl:18])[N:12]=1.C(Cl)Cl. Product: [Cl:18][C:13]1[N:12]=[C:11]([CH3:10])[N:16]=[C:15]([N:7]2[CH2:8][CH2:9][N:4]([CH2:3][CH2:2][OH:1])[CH2:5][CH2:6]2)[CH:14]=1. The catalyst class is: 66.